This data is from Reaction yield outcomes from USPTO patents with 853,638 reactions. The task is: Predict the reaction yield, written as a fraction of the theoretical maximum amount of product (1.0 means a 100% yield; for example, 0.34 means a 34% yield). (1) The reactants are [Cl:1][C:2]1[CH:3]=[C:4]([N:8]([CH2:21][CH2:22][CH2:23][NH:24][C:25]([O:27][CH3:28])=[O:26])[C:9](=[O:20])[CH2:10][N:11](C)[C:12](=O)OC(C)(C)C)[CH:5]=[CH:6][CH:7]=1.C(=O)(O)[O-].[Na+]. The catalyst is C(O)(C(F)(F)F)=O.C(Cl)Cl. The product is [Cl:1][C:2]1[CH:3]=[C:4]([N:8]([CH2:21][CH2:22][CH2:23][NH:24][C:25](=[O:26])[O:27][CH3:28])[C:9](=[O:20])[CH2:10][NH:11][CH3:12])[CH:5]=[CH:6][CH:7]=1. The yield is 0.950. (2) The reactants are [F:1][C:2]1[CH:10]=[C:9]2[C:5]([C:6]([C:20]3[CH:21]=[N:22][NH:23][CH:24]=3)=[CH:7][N:8]2S(C2C=CC=CC=2)(=O)=O)=[CH:4][CH:3]=1.[OH-].[Na+]. The catalyst is CO.O. The product is [F:1][C:2]1[CH:10]=[C:9]2[C:5]([C:6]([C:20]3[CH:24]=[N:23][NH:22][CH:21]=3)=[CH:7][NH:8]2)=[CH:4][CH:3]=1. The yield is 0.360. (3) The reactants are [OH:1][C:2]1[CH:3]=[C:4]2[C:9](=[CH:10][CH:11]=1)[NH:8][C:7](=[O:12])[CH2:6][CH2:5]2.[CH:13]1([N:19]2[C:23]([CH2:24][CH2:25][CH2:26][CH2:27]Cl)=[N:22][N:21]=[N:20]2)[CH2:18][CH2:17][CH2:16][CH2:15][CH2:14]1.C(=O)([O-])[O-].[K+].[K+]. The catalyst is S([O-])([O-])=O.[Na+].[Na+].CO. The product is [CH:11]1[C:2]([O:1][CH2:27][CH2:26][CH2:25][CH2:24][C:23]2[N:19]([CH:13]3[CH2:18][CH2:17][CH2:16][CH2:15][CH2:14]3)[N:20]=[N:21][N:22]=2)=[CH:3][C:4]2[CH2:5][CH2:6][C:7]([NH:8][C:9]=2[CH:10]=1)=[O:12]. The yield is 0.894. (4) The yield is 0.750. The product is [C:16]1([NH:22][C:23](=[S:24])[NH:1][C:2]2[C:10]3[C:5](=[CH:6][CH:7]=[CH:8][CH:9]=3)[NH:4][C:3]=2[C:11]([O:13][CH2:14][CH3:15])=[O:12])[CH:21]=[CH:20][CH:19]=[CH:18][CH:17]=1. The catalyst is CCO. The reactants are [NH2:1][C:2]1[C:10]2[C:5](=[CH:6][CH:7]=[CH:8][CH:9]=2)[NH:4][C:3]=1[C:11]([O:13][CH2:14][CH3:15])=[O:12].[C:16]1([N:22]=[C:23]=[S:24])[CH:21]=[CH:20][CH:19]=[CH:18][CH:17]=1. (5) The reactants are [CH2:1]([O:3][CH:4]([O:7][CH2:8][CH3:9])[C:5]#[N:6])[CH3:2].[CH3:10][O-:11].[Na+]. The catalyst is CO. The product is [CH2:1]([O:3][CH:4]([O:7][CH2:8][CH3:9])[C:5](=[NH:6])[O:11][CH3:10])[CH3:2]. The yield is -0.900. (6) The reactants are [Cl:1][C:2]1[CH:3]=[C:4]([NH:8][C:9]2[N:14]=[C:13]([C:15]3[CH:20]=[CH:19][N:18]=[C:17](Cl)[CH:16]=3)[N:12]=[CH:11][N:10]=2)[CH:5]=[CH:6][CH:7]=1.[C-:22]#[N:23].ClCCl. The catalyst is CN(C)C=O.C1C=CC([P]([Pd]([P](C2C=CC=CC=2)(C2C=CC=CC=2)C2C=CC=CC=2)([P](C2C=CC=CC=2)(C2C=CC=CC=2)C2C=CC=CC=2)[P](C2C=CC=CC=2)(C2C=CC=CC=2)C2C=CC=CC=2)(C2C=CC=CC=2)C2C=CC=CC=2)=CC=1. The product is [Cl:1][C:2]1[CH:3]=[C:4]([NH:8][C:9]2[N:10]=[CH:11][N:12]=[C:13]([C:15]3[CH:20]=[CH:19][N:18]=[C:17]([C:22]#[N:23])[CH:16]=3)[N:14]=2)[CH:5]=[CH:6][CH:7]=1. The yield is 0.800. (7) The reactants are CC(O)=O.CCO.[Cl:8][C:9]1[C:25]([F:26])=[CH:24][CH:23]=[C:22]([Cl:27])[C:10]=1[CH2:11][O:12][C:13]1[C:14]([N+:19]([O-])=O)=[N:15][CH:16]=[CH:17][CH:18]=1.C(=O)([O-])[O-].[Na+].[Na+]. The catalyst is [Fe].O.C(OCC)C. The product is [Cl:8][C:9]1[C:25]([F:26])=[CH:24][CH:23]=[C:22]([Cl:27])[C:10]=1[CH2:11][O:12][C:13]1[C:14]([NH2:19])=[N:15][CH:16]=[CH:17][CH:18]=1. The yield is 0.990.